This data is from Choline transporter screen with 302,306 compounds. The task is: Binary Classification. Given a drug SMILES string, predict its activity (active/inactive) in a high-throughput screening assay against a specified biological target. (1) The molecule is S(Cc1nc(N2CCOCC2)nc(n1)N)c1n(nnn1)c1ccc(OC)cc1. The result is 0 (inactive). (2) The molecule is [O-][n+]1c2c(cc3c1cccc3)cccc2. The result is 0 (inactive). (3) The molecule is Fc1cc(NC2CCCN(C2)C(=O)CCn2nnnc2)ccc1F. The result is 0 (inactive). (4) The compound is OC1C(C(C(O)C1)\C=C\C(O)CCCCC)C\C=C/CCCC(O)=O. The result is 1 (active). (5) The drug is O=C(N1CCCCCC1)c1cc2N(CC)C(=O)c3c(S(=O)c2cc1)cccc3. The result is 0 (inactive). (6) The compound is Clc1cc(N2C(=O)c3c(/C(C2=O)=C\Nc2noc(c2)C)cccc3)ccc1. The result is 0 (inactive). (7) The drug is O=C(NC1C(C(CCC1)C)C)c1oc(cc1)CS(=O)Cc1ccc(cc1)C. The result is 1 (active). (8) The drug is s1c(/C=C\C(=O)NCC=C)ccc1. The result is 0 (inactive). (9) The compound is S(=O)(=O)(N1CCN(CC1)C(=O)CCC(=O)NCc1cc(ccc1)C(F)(F)F)c1ccc(cc1)C. The result is 0 (inactive). (10) The compound is o1c2c(c(c1C(OCC(=O)NC(c1ccccc1)C)=O)C)cc(OC)cc2. The result is 0 (inactive).